Dataset: Full USPTO retrosynthesis dataset with 1.9M reactions from patents (1976-2016). Task: Predict the reactants needed to synthesize the given product. (1) Given the product [NH2:27][C:3]1[C:12]2=[CH:13][N:14]([C@@H:16]3[O:22][C@H:21]([CH2:23][OH:24])[C@@H:19]([OH:20])[C@@:17]3([CH3:25])[OH:18])[N:15]=[C:10]3[C:11]2=[C:5]([C:6](=[O:26])[NH:7][N:8]=[CH:9]3)[N:4]=1, predict the reactants needed to synthesize it. The reactants are: CO[C:3]1[C:12]2=[CH:13][N:14]([C@@H:16]3[O:22][C@H:21]([CH2:23][OH:24])[C@@H:19]([OH:20])[C@@:17]3([CH3:25])[OH:18])[N:15]=[C:10]3[C:11]2=[C:5]([C:6](=[O:26])[NH:7][N:8]=[CH:9]3)[N:4]=1.[NH3:27]. (2) Given the product [Cl:21][C:18]1[CH:19]=[CH:20][C:15]([C:14]2[S:11](=[O:13])(=[O:12])[N:10]([CH3:25])[C:4]3([CH2:9][CH2:8][CH2:7][CH2:6][CH2:5]3)[C:1]=2[CH3:2])=[CH:16][CH:17]=1, predict the reactants needed to synthesize it. The reactants are: [C:1]([C:4]1([NH:10][S:11]([CH2:14][C:15]2[CH:20]=[CH:19][C:18]([Cl:21])=[CH:17][CH:16]=2)(=[O:13])=[O:12])[CH2:9][CH2:8][CH2:7][CH2:6][CH2:5]1)(=O)[CH3:2].[H-].[Na+].I[CH3:25]. (3) Given the product [NH2:30][C:8]1[C:5]2[CH:6]=[N:7][C:2]([NH:42][C:40]([NH:39][C@@H:37]([C:31]3[CH:36]=[CH:35][CH:34]=[CH:33][CH:32]=3)[CH3:38])=[O:41])=[CH:3][C:4]=2[N:10]([C:11]([C:18]2[CH:19]=[CH:20][CH:21]=[CH:22][CH:23]=2)([C:12]2[CH:17]=[CH:16][CH:15]=[CH:14][CH:13]=2)[C:24]2[CH:29]=[CH:28][CH:27]=[CH:26][CH:25]=2)[N:9]=1, predict the reactants needed to synthesize it. The reactants are: Cl[C:2]1[N:7]=[CH:6][C:5]2[C:8]([NH2:30])=[N:9][N:10]([C:11]([C:24]3[CH:29]=[CH:28][CH:27]=[CH:26][CH:25]=3)([C:18]3[CH:23]=[CH:22][CH:21]=[CH:20][CH:19]=3)[C:12]3[CH:17]=[CH:16][CH:15]=[CH:14][CH:13]=3)[C:4]=2[CH:3]=1.[C:31]1([C@H:37]([NH:39][C:40]([NH2:42])=[O:41])[CH3:38])[CH:36]=[CH:35][CH:34]=[CH:33][CH:32]=1.C(=O)([O-])[O-].[Cs+].[Cs+]. (4) Given the product [C:40]1([CH:13]([C:7]2[CH:12]=[CH:11][CH:10]=[CH:9][CH:8]=2)[CH2:14][CH2:15][NH:16][C:17]([C:19]2[CH:20]([C:33]3[CH:38]=[CH:37][CH:36]=[C:35]([Cl:39])[CH:34]=3)[NH:21][C:22](=[O:32])[NH:23][C:24]=2[CH2:25][O:26][CH2:27][CH2:28][NH2:29])=[O:18])[CH:41]=[CH:42][CH:43]=[CH:44][CH:45]=1, predict the reactants needed to synthesize it. The reactants are: C(OCC)(=O)C.[C:7]1([CH:13]([C:40]2[CH:45]=[CH:44][CH:43]=[CH:42][CH:41]=2)[CH2:14][CH2:15][NH:16][C:17]([C:19]2[CH:20]([C:33]3[CH:38]=[CH:37][CH:36]=[C:35]([Cl:39])[CH:34]=3)[NH:21][C:22](=[O:32])[NH:23][C:24]=2[CH2:25][O:26][CH2:27][CH2:28][N:29]=[N+]=[N-])=[O:18])[CH:12]=[CH:11][CH:10]=[CH:9][CH:8]=1. (5) Given the product [Cl:8][C:4]1[CH:5]=[CH:6][CH:7]=[C:2]([NH:1][CH2:25][C:24]2[CH:27]=[CH:28][C:29]([O:31][CH3:32])=[CH:30][C:23]=2[O:22][CH3:21])[C:3]=1[CH:9]([C:11]1[CH:16]=[CH:15][CH:14]=[C:13]([O:17][CH3:18])[C:12]=1[O:19][CH3:20])[OH:10], predict the reactants needed to synthesize it. The reactants are: [NH2:1][C:2]1[CH:7]=[CH:6][CH:5]=[C:4]([Cl:8])[C:3]=1[CH:9]([C:11]1[CH:16]=[CH:15][CH:14]=[C:13]([O:17][CH3:18])[C:12]=1[O:19][CH3:20])[OH:10].[CH3:21][O:22][C:23]1[CH:30]=[C:29]([O:31][CH3:32])[CH:28]=[CH:27][C:24]=1[CH:25]=O.[BH4-].[Na+]. (6) Given the product [Br:13][C:5]1[C:4]([NH:7][CH:8]([CH2:11][CH3:12])[CH2:9][OH:10])=[N:3][CH:2]=[N:1][CH:6]=1, predict the reactants needed to synthesize it. The reactants are: [N:1]1[CH:6]=[CH:5][C:4]([NH:7][CH:8]([CH2:11][CH3:12])[CH2:9][OH:10])=[N:3][CH:2]=1.[Br:13]Br.[OH-].[Na+]. (7) Given the product [NH:8]1[C:12]([C:38]2[C:39]3[C:35](=[CH:34][C:33]([CH3:42])=[C:32]([O:31][CH3:30])[CH:40]=3)[CH2:36][CH:37]=2)=[CH:11][N:10]=[CH:9]1, predict the reactants needed to synthesize it. The reactants are: C1(C(C2C=CC=CC=2)(C2C=CC=CC=2)[N:8]2[CH:12]=[C:11](I)[N:10]=[CH:9]2)C=CC=CC=1.C([Mg]Br)C.[CH3:30][O:31][C:32]1[CH:40]=[C:39]2[C:35]([CH2:36][CH2:37][C:38]2=O)=[CH:34][C:33]=1[CH3:42].[Cl-].[NH4+]. (8) Given the product [C:52]([O:56][C:57]([N:59]1[CH2:63][CH2:62][CH2:61][C@H:60]1[C:64]([NH:51][NH:50][C:42](=[O:49])[C:43]1[CH:48]=[CH:47][CH:46]=[CH:45][CH:44]=1)=[O:65])=[O:58])([CH3:55])([CH3:54])[CH3:53], predict the reactants needed to synthesize it. The reactants are: ON1C2C=CC=CC=2N=N1.C(N(CC)CC)C.F[P-](F)(F)(F)(F)F.N1(OC(N(C)C)=[N+](C)C)C2C=CC=CC=2N=N1.[C:42]([NH:50][NH2:51])(=[O:49])[C:43]1[CH:48]=[CH:47][CH:46]=[CH:45][CH:44]=1.[C:52]([O:56][C:57]([N:59]1[CH2:63][CH2:62][CH2:61][C@H:60]1[C:64](O)=[O:65])=[O:58])([CH3:55])([CH3:54])[CH3:53].